Dataset: Full USPTO retrosynthesis dataset with 1.9M reactions from patents (1976-2016). Task: Predict the reactants needed to synthesize the given product. (1) Given the product [O:15]([Si:16]([O:17][Si:18]([C:21]([CH3:24])([CH3:23])[CH3:22])([CH3:20])[CH3:19])([CH3:25])[CH2:26][CH2:29][CH2:30][O:31][CH2:32][CH:8]([OH:9])[CH2:7][N:1]1[CH2:6][CH2:5][CH:26]([CH2:29][CH2:30][OH:31])[CH2:3][CH2:2]1)[Si:14]([C:10]([CH3:11])([CH3:13])[CH3:12])([CH3:34])[CH3:33], predict the reactants needed to synthesize it. The reactants are: [N:1]1([CH2:7][CH2:8][OH:9])[CH2:6][CH2:5]N[CH2:3][CH2:2]1.[C:10]([Si:14]([CH3:34])([CH3:33])[O:15][Si:16]([CH:26]([CH2:29][CH:30]1[CH2:32][O:31]1)CC)([CH3:25])[O:17][Si:18]([C:21]([CH3:24])([CH3:23])[CH3:22])([CH3:20])[CH3:19])([CH3:13])([CH3:12])[CH3:11]. (2) Given the product [C:1]([O:5][C:6]([N:8]1[CH2:13][CH2:12][CH:11]([O:14][C:15]2[CH:24]=[C:23]([O:25][CH2:26][CH2:27][F:28])[CH:22]=[CH:21][C:16]=2[C:17]([OH:19])=[O:18])[CH2:10][CH2:9]1)=[O:7])([CH3:4])([CH3:3])[CH3:2], predict the reactants needed to synthesize it. The reactants are: [C:1]([O:5][C:6]([N:8]1[CH2:13][CH2:12][CH:11]([O:14][C:15]2[CH:24]=[C:23]([O:25][CH2:26][CH2:27][F:28])[CH:22]=[CH:21][C:16]=2[C:17]([O:19]C)=[O:18])[CH2:10][CH2:9]1)=[O:7])([CH3:4])([CH3:3])[CH3:2].O[Li].O.O. (3) The reactants are: [O:1]=[C:2]1[CH2:10][C:9]2[C:4](=[CH:5][C:6]([S:11][C:12]3[CH:20]=[CH:19][CH:18]=[CH:17][C:13]=3[C:14](O)=O)=[CH:7][CH:8]=2)[NH:3]1.C[N:22]([C:24]([O:28]N1N=NC2C=CC=NC1=2)=[N+](C)C)C.F[P-](F)(F)(F)(F)F.CN.C1COCC1. Given the product [CH3:14][C:13]1[C:12]([S:11][C:6]2[CH:5]=[C:4]3[C:9]([CH2:10][C:2](=[O:1])[NH:3]3)=[CH:8][CH:7]=2)=[CH:20][CH:19]=[CH:18][C:17]=1[C:24]([NH2:22])=[O:28], predict the reactants needed to synthesize it. (4) Given the product [Br:44][C:42]1[CH:41]=[N:40][CH:39]=[C:38]([C:1]#[C:2][C:31]2[CH:30]=[CH:29][CH:28]=[C:36]([O:32][CH3:33])[CH:35]=2)[CH:43]=1, predict the reactants needed to synthesize it. The reactants are: [CH2:1](N(CC)CC)[CH3:2].C[Si](C#C)(C)C.[F-].[CH2:28]([N+]([CH2:28][CH2:29][CH2:30][CH3:31])([CH2:28][CH2:29][CH2:30][CH3:31])[CH2:28][CH2:29][CH2:30][CH3:31])[CH2:29][CH2:30][CH3:31].[O:32]1[CH2:36][CH2:35]C[CH2:33]1.Br[C:38]1[CH:39]=[N:40][CH:41]=[C:42]([Br:44])[CH:43]=1. (5) The reactants are: C(OC([N:8]1[CH2:13][CH2:12][N:11]2[C:14](=[O:23])[C:15]([CH2:20][CH:21]=[CH2:22])([CH2:17][CH:18]=[CH2:19])[CH2:16][CH:10]2[CH:9]1[C:24]1[CH:29]=[CH:28][C:27]([F:30])=[CH:26][C:25]=1[CH3:31])=O)(C)(C)C.Cl.CO.[OH-].[Na+]. Given the product [CH2:20]([C:15]1([CH2:17][CH:18]=[CH2:19])[C:14](=[O:23])[N:11]2[CH2:12][CH2:13][NH:8][C@@H:9]([C:24]3[CH:29]=[CH:28][C:27]([F:30])=[CH:26][C:25]=3[CH3:31])[C@@H:10]2[CH2:16]1)[CH:21]=[CH2:22], predict the reactants needed to synthesize it. (6) Given the product [CH2:1]([O:8][C:9]1[CH:24]=[C:23]([N:25]([CH2:31][C:32]2[CH:33]=[CH:34][C:35]([CH:38]3[CH2:43][CH2:42][CH2:41][CH2:40][CH2:39]3)=[CH:36][CH:37]=2)[C:26](=[O:30])[CH2:27][N:28]([CH3:29])[S:50]([C:47]2[CH:46]=[CH:45][C:44]([C:54]3[CH:59]=[CH:58][CH:57]=[CH:56][CH:55]=3)=[CH:49][CH:48]=2)(=[O:52])=[O:51])[CH:22]=[CH:21][C:10]=1[C:11]([O:13][CH2:14][C:15]1[CH:20]=[CH:19][CH:18]=[CH:17][CH:16]=1)=[O:12])[C:2]1[CH:3]=[CH:4][CH:5]=[CH:6][CH:7]=1, predict the reactants needed to synthesize it. The reactants are: [CH2:1]([O:8][C:9]1[CH:24]=[C:23]([N:25]([CH2:31][C:32]2[CH:37]=[CH:36][C:35]([CH:38]3[CH2:43][CH2:42][CH2:41][CH2:40][CH2:39]3)=[CH:34][CH:33]=2)[C:26](=[O:30])[CH2:27][NH:28][CH3:29])[CH:22]=[CH:21][C:10]=1[C:11]([O:13][CH2:14][C:15]1[CH:20]=[CH:19][CH:18]=[CH:17][CH:16]=1)=[O:12])[C:2]1[CH:7]=[CH:6][CH:5]=[CH:4][CH:3]=1.[C:44]1([C:54]2[CH:59]=[CH:58][CH:57]=[CH:56][CH:55]=2)[CH:49]=[CH:48][C:47]([S:50](Cl)(=[O:52])=[O:51])=[CH:46][CH:45]=1.